Dataset: Reaction yield outcomes from USPTO patents with 853,638 reactions. Task: Predict the reaction yield, written as a fraction of the theoretical maximum amount of product (1.0 means a 100% yield; for example, 0.34 means a 34% yield). (1) The reactants are Br[C:2]1[CH:7]=[CH:6][C:5]([Br:8])=[CH:4][N:3]=1.C([Li])CCC.[CH:14](=[O:18])[CH2:15][CH2:16][CH3:17]. The catalyst is C1(C)C=CC=CC=1. The product is [Br:8][C:5]1[CH:6]=[CH:7][C:2]([CH:14]([OH:18])[CH2:15][CH2:16][CH3:17])=[N:3][CH:4]=1. The yield is 0.700. (2) The reactants are [C:1]([C:5]1[CH:26]=[CH:25][C:8]([CH2:9][CH:10]([C:16]([C:18]2[CH:23]=[CH:22][C:21]([F:24])=[CH:20][CH:19]=2)=[O:17])[C:11]([O:13]CC)=[O:12])=[CH:7][CH:6]=1)([CH3:4])([CH3:3])[CH3:2].[OH-].[Na+]. The catalyst is O1CCCC1CO. The product is [C:1]([C:5]1[CH:26]=[CH:25][C:8]([CH2:9][CH:10]([CH:16]([C:18]2[CH:19]=[CH:20][C:21]([F:24])=[CH:22][CH:23]=2)[OH:17])[C:11]([OH:13])=[O:12])=[CH:7][CH:6]=1)([CH3:4])([CH3:2])[CH3:3]. The yield is 0.810.